This data is from Catalyst prediction with 721,799 reactions and 888 catalyst types from USPTO. The task is: Predict which catalyst facilitates the given reaction. (1) Reactant: [Li+].[CH3:2][Si:3]([N-][Si:3]([CH3:5])([CH3:4])[CH3:2])([CH3:5])[CH3:4].[CH3:11][O:12][CH2:13][C:14]([O:16][CH3:17])=[O:15].C[Si](Cl)(C)C. Product: [CH3:17][O:16]/[C:14](/[O:15][Si:3]([CH3:5])([CH3:4])[CH3:2])=[CH:13]/[O:12][CH3:11]. The catalyst class is: 1. (2) Reactant: [CH2:1]([C:8]1[O:12][C:11]([C:13]([OH:15])=O)=[N:10][N:9]=1)[C:2]1[CH:7]=[CH:6][CH:5]=[CH:4][CH:3]=1.[C:16]([O:20][C:21](=[O:33])[NH:22][C:23]1[CH:28]=[C:27]([CH3:29])[C:26]([CH2:30][NH2:31])=[C:25]([CH3:32])[N:24]=1)([CH3:19])([CH3:18])[CH3:17].CN(C(ON1N=NC2C=CC=NC1=2)=[N+](C)C)C.F[P-](F)(F)(F)(F)F.CCN(C(C)C)C(C)C. Product: [C:16]([O:20][C:21](=[O:33])[NH:22][C:23]1[CH:28]=[C:27]([CH3:29])[C:26]([CH2:30][NH:31][C:13]([C:11]2[O:12][C:8]([CH2:1][C:2]3[CH:3]=[CH:4][CH:5]=[CH:6][CH:7]=3)=[N:9][N:10]=2)=[O:15])=[C:25]([CH3:32])[N:24]=1)([CH3:19])([CH3:18])[CH3:17]. The catalyst class is: 3. (3) Reactant: [NH2:1][C@H:2]1[CH2:11][CH2:10][C:9]2[C:8]([NH:12][S:13]([C:16]3[C:17]([C:22]4[CH:27]=[CH:26][C:25]([Cl:28])=[CH:24][CH:23]=4)=[CH:18][CH:19]=[CH:20][CH:21]=3)(=[O:15])=[O:14])=[CH:7][CH:6]=[C:5]([O:29][CH3:30])[C:4]=2[CH2:3]1.Cl[C:32]([O:34][CH2:35][CH3:36])=[O:33].N1C=CC=CC=1. Product: [Cl:28][C:25]1[CH:24]=[CH:23][C:22]([C:17]2[CH:18]=[CH:19][CH:20]=[CH:21][C:16]=2[S:13]([NH:12][C:8]2[CH:7]=[CH:6][C:5]([O:29][CH3:30])=[C:4]3[C:9]=2[CH2:10][CH2:11][C@H:2]([NH:1][C:32](=[O:33])[O:34][CH2:35][CH3:36])[CH2:3]3)(=[O:15])=[O:14])=[CH:27][CH:26]=1. The catalyst class is: 4. (4) Reactant: [C:1](Cl)(=[O:3])[CH3:2].[OH:5][C:6]1[CH:21]=[CH:20][C:9]([O:10][C:11]2[CH:19]=[CH:18][C:14]([C:15]([OH:17])=[O:16])=[CH:13][CH:12]=2)=[CH:8][CH:7]=1. Product: [C:1]([O:5][C:6]1[CH:21]=[CH:20][C:9]([O:10][C:11]2[CH:19]=[CH:18][C:14]([C:15]([OH:17])=[O:16])=[CH:13][CH:12]=2)=[CH:8][CH:7]=1)(=[O:3])[CH3:2]. The catalyst class is: 2. (5) Reactant: CO[C:3](=[O:13])[C:4]1[C:9]([I:10])=[CH:8][CH:7]=[CH:6][C:5]=1[CH2:11]Br.[Cl:14][C:15]1[CH:22]=[CH:21][C:18]([CH2:19][NH2:20])=[CH:17][CH:16]=1.C([O-])([O-])=O.[K+].[K+].C(OCC)(=O)C. Product: [Cl:14][C:15]1[CH:22]=[CH:21][C:18]([CH2:19][N:20]2[CH2:11][C:5]3[C:4](=[C:9]([I:10])[CH:8]=[CH:7][CH:6]=3)[C:3]2=[O:13])=[CH:17][CH:16]=1. The catalyst class is: 345. (6) Reactant: [F:1][C:2]([F:7])([F:6])[C:3]([OH:5])=[O:4].[NH2:8][CH:9]1[CH2:14][CH2:13][CH:12]([NH:15][C:16]2[N:24]=[C:23]3[C:19]([N:20]=[CH:21][N:22]3[C@@H:25]3[CH2:29][C@H:28]([N:30]4[CH:34]=[C:33]([CH3:35])[CH:32]=[N:31]4)[C@@H:27]([OH:36])[C@H:26]3[OH:37])=[C:18]([NH:38][CH2:39][CH:40]([C:47]3[CH:52]=[CH:51][CH:50]=[CH:49][CH:48]=3)[C:41]3[CH:46]=[CH:45][CH:44]=[CH:43][CH:42]=3)[N:17]=2)[CH2:11][CH2:10]1.C1(C)C=CC=CC=1.CC(O)C.[N:64]1[CH:69]=[CH:68][CH:67]=[CH:66][C:65]=1[N:70]1[CH2:75][CH2:74][CH:73]([NH:76][C:77](N2C=CN=C2)=[O:78])[CH2:72][CH2:71]1. Product: [F:1][C:2]([F:7])([F:6])[C:3]([OH:5])=[O:4].[OH:37][C@@H:26]1[C@H:27]([OH:36])[C@@H:28]([N:30]2[CH:34]=[C:33]([CH3:35])[CH:32]=[N:31]2)[CH2:29][C@H:25]1[N:22]1[CH:21]=[N:20][C:19]2[C:23]1=[N:24][C:16]([NH:15][CH:12]1[CH2:11][CH2:10][CH:9]([NH:8][C:77]([NH:76][CH:73]3[CH2:72][CH2:71][N:70]([C:65]4[CH:66]=[CH:67][CH:68]=[CH:69][N:64]=4)[CH2:75][CH2:74]3)=[O:78])[CH2:14][CH2:13]1)=[N:17][C:18]=2[NH:38][CH2:39][CH:40]([C:41]1[CH:46]=[CH:45][CH:44]=[CH:43][CH:42]=1)[C:47]1[CH:48]=[CH:49][CH:50]=[CH:51][CH:52]=1. The catalyst class is: 2. (7) Reactant: [CH3:1][C@H:2]1[CH2:7][N:6]([C:8]2[CH:13]=[CH:12][C:11]([N+:14]([O-])=O)=[CH:10][CH:9]=2)[CH2:5][CH2:4][N:3]1[C:17]([O:19][C:20]([CH3:23])([CH3:22])[CH3:21])=[O:18]. Product: [NH2:14][C:11]1[CH:12]=[CH:13][C:8]([N:6]2[CH2:5][CH2:4][N:3]([C:17]([O:19][C:20]([CH3:23])([CH3:22])[CH3:21])=[O:18])[C@@H:2]([CH3:1])[CH2:7]2)=[CH:9][CH:10]=1. The catalyst class is: 19. (8) Reactant: Br[C:2]1[S:6][C:5]([S:7]([N:10]2[CH2:15][CH2:14][N:13]([C:16]([C:18]3[CH:23]=[CH:22][CH:21]=[CH:20][CH:19]=3)=[O:17])[CH2:12][CH:11]2[CH3:24])(=[O:9])=[O:8])=[CH:4][CH:3]=1.[NH:25]1[CH:29]=[N:28][CH:27]=[N:26]1.[OH-].[K+].CCOC(C)=O.CCCCCC. Product: [CH3:24][CH:11]1[N:10]([S:7]([C:5]2[S:6][C:2]([N:25]3[CH:29]=[N:28][CH:27]=[N:26]3)=[CH:3][CH:4]=2)(=[O:9])=[O:8])[CH2:15][CH2:14][N:13]([C:16]([C:18]2[CH:23]=[CH:22][CH:21]=[CH:20][CH:19]=2)=[O:17])[CH2:12]1. The catalyst class is: 5. (9) Reactant: [C:1]([O:5][C:6]([NH:8][CH2:9][C:10]1[N:11]([CH2:37][CH:38]([CH3:40])[CH3:39])[C:12](=[O:36])[C:13]2[C:18]([C:19]=1[C:20]1[CH:25]=[CH:24][C:23]([F:26])=[CH:22][CH:21]=1)=[CH:17][C:16](/[CH:27]=[CH:28]/[C:29]([O:31]CCCC)=[O:30])=[CH:15][CH:14]=2)=[O:7])([CH3:4])([CH3:3])[CH3:2].[OH-].[Na+].O.Cl. Product: [C:1]([O:5][C:6]([NH:8][CH2:9][C:10]1[N:11]([CH2:37][CH:38]([CH3:40])[CH3:39])[C:12](=[O:36])[C:13]2[C:18]([C:19]=1[C:20]1[CH:25]=[CH:24][C:23]([F:26])=[CH:22][CH:21]=1)=[CH:17][C:16](/[CH:27]=[CH:28]/[C:29]([OH:31])=[O:30])=[CH:15][CH:14]=2)=[O:7])([CH3:4])([CH3:3])[CH3:2]. The catalyst class is: 83.